Dataset: Full USPTO retrosynthesis dataset with 1.9M reactions from patents (1976-2016). Task: Predict the reactants needed to synthesize the given product. (1) Given the product [Cl:6][CH2:7][C:8]([NH:1][C@@H:2]([CH3:5])[CH2:3][OH:4])=[O:9], predict the reactants needed to synthesize it. The reactants are: [NH2:1][C@@H:2]([CH3:5])[CH2:3][OH:4].[Cl:6][CH2:7][C:8](Cl)=[O:9]. (2) Given the product [CH3:13][C:10]1([CH3:14])[CH2:9][N:5]2[C:6](=[O:8])[CH:7]=[C:2]([N:15]3[CH2:20][CH2:19][O:18][CH2:17][CH2:16]3)[N:3]=[C:4]2[NH:12][CH2:11]1, predict the reactants needed to synthesize it. The reactants are: Cl[C:2]1[N:3]=[C:4]2[NH:12][CH2:11][C:10]([CH3:14])([CH3:13])[CH2:9][N:5]2[C:6](=[O:8])[CH:7]=1.[NH:15]1[CH2:20][CH2:19][O:18][CH2:17][CH2:16]1.